Task: Predict which catalyst facilitates the given reaction.. Dataset: Catalyst prediction with 721,799 reactions and 888 catalyst types from USPTO (1) Reactant: [C:1]([C:9]1[C:17]2[N:16]=[C:15]([CH:18]3[CH2:20][CH2:19]3)[N:14](C(OC(C)(C)C)=O)[C:13]=2[CH:12]=[C:11]([C:28]2[C:29]([CH3:34])=[N:30][O:31][C:32]=2[CH3:33])[CH:10]=1)(=[O:8])[C:2]1[CH:7]=[CH:6][CH:5]=[CH:4][CH:3]=1.[CH3:35][C:36]1[N:41]=[C:40]([Mg]Br)[CH:39]=[CH:38][CH:37]=1. Product: [CH:18]1([C:15]2[NH:14][C:13]3[CH:12]=[C:11]([C:28]4[C:29]([CH3:34])=[N:30][O:31][C:32]=4[CH3:33])[CH:10]=[C:9]([C:1]([C:40]4[CH:39]=[CH:38][CH:37]=[C:36]([CH3:35])[N:41]=4)([C:2]4[CH:3]=[CH:4][CH:5]=[CH:6][CH:7]=4)[OH:8])[C:17]=3[N:16]=2)[CH2:19][CH2:20]1. The catalyst class is: 1. (2) Reactant: [CH2:1]([N:8]1[CH:12]=[C:11]([C:13]2[NH:21][C:20]3[C:19](=[O:22])[N:18]([CH2:23][CH2:24][CH3:25])[C:17](Cl)=[N:16][C:15]=3[N:14]=2)[CH:10]=[N:9]1)[C:2]1[CH:7]=[CH:6][CH:5]=[CH:4][CH:3]=1.[CH:27]([N:30](C(C)C)CC)(C)C.FC(F)(F)C1C=CC(CN)=CC=1. Product: [CH2:1]([N:8]1[CH:12]=[C:11]([C:13]2[NH:21][C:20]3[C:19](=[O:22])[N:18]([CH2:23][CH2:24][CH3:25])[C:17]([NH:30][CH3:27])=[N:16][C:15]=3[N:14]=2)[CH:10]=[N:9]1)[C:2]1[CH:7]=[CH:6][CH:5]=[CH:4][CH:3]=1. The catalyst class is: 37.